This data is from hERG potassium channel inhibition data for cardiac toxicity prediction from Karim et al.. The task is: Regression/Classification. Given a drug SMILES string, predict its toxicity properties. Task type varies by dataset: regression for continuous values (e.g., LD50, hERG inhibition percentage) or binary classification for toxic/non-toxic outcomes (e.g., AMES mutagenicity, cardiotoxicity, hepatotoxicity). Dataset: herg_karim. The drug is CC(=O)c1ccc(-c2nnc(SCCCN3CC[C@]4(C[C@@H]4c4ccc(C(F)(F)F)cc4)C3)n2C)cc1. The result is 1 (blocker).